From a dataset of Full USPTO retrosynthesis dataset with 1.9M reactions from patents (1976-2016). Predict the reactants needed to synthesize the given product. (1) Given the product [C:1]([C:3]1[C:4]([N:21]2[CH2:26][CH2:25][CH:24]([C:27](=[O:28])[NH:39][S:36]([CH2:35][CH:30]3[CH2:34][CH2:33][CH2:32][CH2:31]3)(=[O:38])=[O:37])[CH2:23][CH2:22]2)=[N:5][C:6]([S:14][CH2:15][C:16]([O:18][CH2:19][CH3:20])=[O:17])=[C:7]([CH:8]=1)[C:9]([O:11][CH2:12][CH3:13])=[O:10])#[N:2], predict the reactants needed to synthesize it. The reactants are: [C:1]([C:3]1[C:4]([N:21]2[CH2:26][CH2:25][CH:24]([C:27](O)=[O:28])[CH2:23][CH2:22]2)=[N:5][C:6]([S:14][CH2:15][C:16]([O:18][CH2:19][CH3:20])=[O:17])=[C:7]([C:9]([O:11][CH2:12][CH3:13])=[O:10])[CH:8]=1)#[N:2].[CH:30]1([CH2:35][S:36]([NH2:39])(=[O:38])=[O:37])[CH2:34][CH2:33][CH2:32][CH2:31]1. (2) Given the product [S:35]1[C:36]2[CH:41]=[CH:40][CH:39]=[CH:38][C:37]=2[C:33]([N:27]2[CH2:28][CH2:29][N:30]([CH2:8][CH2:9][CH2:10][C:11]3[CH:12]=[C:13]4[C:18](=[CH:19][C:20]=3[F:21])[N:17]([CH3:22])[C:16](=[O:23])[CH2:15][C:14]4([CH3:25])[CH3:24])[CH2:31][CH2:32]2)=[N:34]1, predict the reactants needed to synthesize it. The reactants are: C(=O)([O-])[O-].[K+].[K+].Cl[CH2:8][CH2:9][CH2:10][C:11]1[CH:12]=[C:13]2[C:18](=[CH:19][C:20]=1[F:21])[N:17]([CH3:22])[C:16](=[O:23])[CH2:15][C:14]2([CH3:25])[CH3:24].Cl.[N:27]1([C:33]2[C:37]3[CH:38]=[CH:39][CH:40]=[CH:41][C:36]=3[S:35][N:34]=2)[CH2:32][CH2:31][NH:30][CH2:29][CH2:28]1. (3) Given the product [CH2:3]([O:7][C:9]1[CH:14]=[C:13]([O:15][CH2:16][C:17]([Cl:20])([Cl:19])[CH3:18])[N:12]=[CH:11][N:10]=1)[C:4]#[C:5][CH3:6], predict the reactants needed to synthesize it. The reactants are: [H-].[Na+].[CH2:3]([OH:7])[C:4]#[C:5][CH3:6].Cl[C:9]1[CH:14]=[C:13]([O:15][CH2:16][C:17]([Cl:20])([Cl:19])[CH3:18])[N:12]=[CH:11][N:10]=1.[Cl-].[NH4+].